Regression. Given a peptide amino acid sequence and an MHC pseudo amino acid sequence, predict their binding affinity value. This is MHC class I binding data. From a dataset of Peptide-MHC class I binding affinity with 185,985 pairs from IEDB/IMGT. (1) The peptide sequence is KLITPNYMK. The MHC is HLA-A68:01 with pseudo-sequence HLA-A68:01. The binding affinity (normalized) is 0.267. (2) The peptide sequence is NMERKLNLS. The MHC is HLA-B07:02 with pseudo-sequence HLA-B07:02. The binding affinity (normalized) is 0. (3) The peptide sequence is TVIRFWHAM. The MHC is HLA-B51:01 with pseudo-sequence HLA-B51:01. The binding affinity (normalized) is 0.0847. (4) The peptide sequence is LADQLIHLHY. The MHC is HLA-A01:01 with pseudo-sequence HLA-A01:01. The binding affinity (normalized) is 0.559. (5) The peptide sequence is RVHGATVFK. The MHC is HLA-A02:01 with pseudo-sequence HLA-A02:01. The binding affinity (normalized) is 0.0847.